From a dataset of Forward reaction prediction with 1.9M reactions from USPTO patents (1976-2016). Predict the product of the given reaction. (1) Given the reactants Cl[C:2]1[C:11]([N:12]([CH3:16])[CH:13]([CH3:15])[CH3:14])=[N:10][C:9]2[C:4](=[CH:5][CH:6]=[C:7]([C:17]([O:19][CH3:20])=[O:18])[CH:8]=2)[N:3]=1.[S:21]1[C:25]2[CH:26]=[CH:27][CH:28]=[CH:29][C:24]=2[N:23]=[CH:22]1.C(O[K])(C)=O, predict the reaction product. The product is: [S:21]1[C:25]2[CH:26]=[CH:27][CH:28]=[CH:29][C:24]=2[N:23]=[C:22]1[C:2]1[C:11]([N:12]([CH3:16])[CH:13]([CH3:15])[CH3:14])=[N:10][C:9]2[C:4](=[CH:5][CH:6]=[C:7]([C:17]([O:19][CH3:20])=[O:18])[CH:8]=2)[N:3]=1. (2) Given the reactants O[CH2:2][CH2:3][NH:4][S:5]([C:8]1[CH:13]=[CH:12][C:11]([C:14]2[C:15]3[C:16]4[CH:29]=[CH:28][S:27][C:17]=4[C:18](=[O:26])[NH:19][C:20]=3[CH:21]=[CH:22][C:23]=2[O:24][CH3:25])=[CH:10][CH:9]=1)(=[O:7])=[O:6].CCN(S(F)(F)[F:36])CC, predict the reaction product. The product is: [F:36][CH2:2][CH2:3][NH:4][S:5]([C:8]1[CH:13]=[CH:12][C:11]([C:14]2[C:15]3[C:16]4[CH:29]=[CH:28][S:27][C:17]=4[C:18](=[O:26])[NH:19][C:20]=3[CH:21]=[CH:22][C:23]=2[O:24][CH3:25])=[CH:10][CH:9]=1)(=[O:7])=[O:6]. (3) Given the reactants [O:1]=[C:2]1[NH:6][CH2:5][CH:4]([C:7]([OH:9])=O)[CH2:3]1.CN.[CH3:12][N:13](C(ON1N=NC2C=CC=CC1=2)=[N+](C)C)C.F[P-](F)(F)(F)(F)F, predict the reaction product. The product is: [CH3:12][NH:13][C:7]([CH:4]1[CH2:3][C:2](=[O:1])[NH:6][CH2:5]1)=[O:9]. (4) Given the reactants C1([C:11]2[CH:16]=[CH:15][C:14]([NH:17][C:18]3[CH:23]=[CH:22][C:21](C4C=CC=CC=4)=[CH:20][CH:19]=3)=[CH:13][CH:12]=2)C2C(=CC=CC=2)C=CC=1.BrC1C=CC2[C:38]3[CH:39]=[CH:40][CH:41]=[CH:42][C:37]=3[O:36]C=2C=1.N[C:45]1[CH:46]=[CH:47][C:48]2C3C=CC=CC=3[O:50][C:49]=2[CH:57]=1, predict the reaction product. The product is: [CH:19]1[C:20]2[C:48]3[CH:47]=[CH:46][CH:45]=[CH:57][C:49]=3[O:50][C:21]=2[CH:22]=[CH:23][C:18]=1[NH:17][C:14]1[CH:15]=[CH:16][C:11]2[O:36][C:37]3[CH:38]=[CH:39][CH:40]=[CH:41][C:42]=3[C:12]=2[CH:13]=1.